This data is from Experimentally validated miRNA-target interactions with 360,000+ pairs, plus equal number of negative samples. The task is: Binary Classification. Given a miRNA mature sequence and a target amino acid sequence, predict their likelihood of interaction. (1) The miRNA is hsa-miR-487b-3p with sequence AAUCGUACAGGGUCAUCCACUU. The protein sequence of the target gene is MAPWLQLCSFFFTVNACLNGSQLAVAAGGSGRARGADTCGWRGVGPASRNSGLHNITFRYDNCTTYLNPGGKHAIADAQNITISQYACHDQVAVTILWSPGALGIEFLKGFRVILEELKSEGRQCQQLILKDPKQLNSSFRRTGMESQPFLNMKFETDYFVKIVPFPSIKNESNYHPFFFRTRACDLLLQPDNLACKPFWKPRNLNISQHGSDMHVSFDHAPQNFGFRGFHVLYKLKHEGPFRRRTCRQDQNTETTSCLLQNVSPGDYIIELVDDSNTTRKAAQYVVKSVQSPWAGPIRA.... Result: 0 (no interaction). (2) The miRNA is hsa-miR-3922-3p with sequence UCUGGCCUUGACUUGACUCUUU. The protein sequence of the target gene is MSTAPSLSALRSSKHSGGGGGGGGGGGADPAWTSALSGNSSGPGPGSSPAGSTKPFVHAVPPSDPLRQANRLPIKVLKMLTARTGHILHPEYLQPLPSTPVSPIELDAKKSPLALLAQTCSQIGKPDPSPSSKLSSVASNGGGAGGAGGGAAGDKDTKSGPLKLSDIGVEDKSSFKPYSKPGSDKKEPGGGGGGGGGGGGGGGGVSSEKSGFRVPSATCQPFTPRTGSPSSSASACSPGGMLSSAGGAPEGKDDKKDTDVGGGGKGTGGASAEGGPTGLAHGRISCGGGINVDVNQHPDG.... Result: 0 (no interaction). (3) The miRNA is mmu-let-7d-5p with sequence AGAGGUAGUAGGUUGCAUAGUU. The protein sequence of the target gene is MEKKVDENATLMNGVETTGPARDDVPETFREFLYNKKNGTVMGRTGKSWFQIIVFYIIFYAFLAAFWLTCLTIFMKTLDPKVPRFYGKGTIIGVNPGVGYQPWLKERPDSTLIKYNLRDQKSYKAYLEQMKTYLTKYDSNATETRECGAGDSNDDLEKNPDALPCRFDLSVFDKGCSEKSDFGYKSGKPCVIISLNRLIGWRPTDYQENSVPEEVKDRYKAGSIAINCRGATNVDQEHIGKVTYMPSNGIDGRYYPYVFTKGYQQPIAMVKFDTIPRNKLVIVECRAYALNIEHDISSRL.... Result: 0 (no interaction).